From a dataset of NCI-60 drug combinations with 297,098 pairs across 59 cell lines. Regression. Given two drug SMILES strings and cell line genomic features, predict the synergy score measuring deviation from expected non-interaction effect. (1) Drug 1: CC1=C(N=C(N=C1N)C(CC(=O)N)NCC(C(=O)N)N)C(=O)NC(C(C2=CN=CN2)OC3C(C(C(C(O3)CO)O)O)OC4C(C(C(C(O4)CO)O)OC(=O)N)O)C(=O)NC(C)C(C(C)C(=O)NC(C(C)O)C(=O)NCCC5=NC(=CS5)C6=NC(=CS6)C(=O)NCCC[S+](C)C)O. Drug 2: CC12CCC3C(C1CCC2O)C(CC4=C3C=CC(=C4)O)CCCCCCCCCS(=O)CCCC(C(F)(F)F)(F)F. Cell line: CCRF-CEM. Synergy scores: CSS=10.3, Synergy_ZIP=-13.9, Synergy_Bliss=-25.0, Synergy_Loewe=-37.5, Synergy_HSA=-24.4. (2) Drug 1: CN(CC1=CN=C2C(=N1)C(=NC(=N2)N)N)C3=CC=C(C=C3)C(=O)NC(CCC(=O)O)C(=O)O. Drug 2: CCC(=C(C1=CC=CC=C1)C2=CC=C(C=C2)OCCN(C)C)C3=CC=CC=C3.C(C(=O)O)C(CC(=O)O)(C(=O)O)O. Cell line: K-562. Synergy scores: CSS=45.8, Synergy_ZIP=0.880, Synergy_Bliss=-1.48, Synergy_Loewe=0, Synergy_HSA=-2.71. (3) Drug 1: CC1CCC2CC(C(=CC=CC=CC(CC(C(=O)C(C(C(=CC(C(=O)CC(OC(=O)C3CCCCN3C(=O)C(=O)C1(O2)O)C(C)CC4CCC(C(C4)OC)O)C)C)O)OC)C)C)C)OC. Cell line: SNB-75. Drug 2: COCCOC1=C(C=C2C(=C1)C(=NC=N2)NC3=CC=CC(=C3)C#C)OCCOC.Cl. Synergy scores: CSS=-3.17, Synergy_ZIP=-1.73, Synergy_Bliss=-3.77, Synergy_Loewe=-4.99, Synergy_HSA=-4.00. (4) Drug 1: C1=CC(=CC=C1C#N)C(C2=CC=C(C=C2)C#N)N3C=NC=N3. Drug 2: CCC(=C(C1=CC=CC=C1)C2=CC=C(C=C2)OCCN(C)C)C3=CC=CC=C3.C(C(=O)O)C(CC(=O)O)(C(=O)O)O. Cell line: NCI/ADR-RES. Synergy scores: CSS=0.742, Synergy_ZIP=-0.648, Synergy_Bliss=-2.86, Synergy_Loewe=-2.30, Synergy_HSA=-6.58. (5) Drug 1: CC(CN1CC(=O)NC(=O)C1)N2CC(=O)NC(=O)C2. Drug 2: CCC1(CC2CC(C3=C(CCN(C2)C1)C4=CC=CC=C4N3)(C5=C(C=C6C(=C5)C78CCN9C7C(C=CC9)(C(C(C8N6C=O)(C(=O)OC)O)OC(=O)C)CC)OC)C(=O)OC)O.OS(=O)(=O)O. Cell line: PC-3. Synergy scores: CSS=18.1, Synergy_ZIP=-6.19, Synergy_Bliss=-2.46, Synergy_Loewe=-0.798, Synergy_HSA=-0.667. (6) Drug 1: CC1CCC2CC(C(=CC=CC=CC(CC(C(=O)C(C(C(=CC(C(=O)CC(OC(=O)C3CCCCN3C(=O)C(=O)C1(O2)O)C(C)CC4CCC(C(C4)OC)O)C)C)O)OC)C)C)C)OC. Drug 2: CC1C(C(CC(O1)OC2CC(CC3=C2C(=C4C(=C3O)C(=O)C5=CC=CC=C5C4=O)O)(C(=O)C)O)N)O. Cell line: HCC-2998. Synergy scores: CSS=69.5, Synergy_ZIP=10.3, Synergy_Bliss=11.0, Synergy_Loewe=11.6, Synergy_HSA=12.3. (7) Drug 1: CC1CCC2CC(C(=CC=CC=CC(CC(C(=O)C(C(C(=CC(C(=O)CC(OC(=O)C3CCCCN3C(=O)C(=O)C1(O2)O)C(C)CC4CCC(C(C4)OC)O)C)C)O)OC)C)C)C)OC. Drug 2: CS(=O)(=O)CCNCC1=CC=C(O1)C2=CC3=C(C=C2)N=CN=C3NC4=CC(=C(C=C4)OCC5=CC(=CC=C5)F)Cl. Cell line: SNB-75. Synergy scores: CSS=10.1, Synergy_ZIP=-0.535, Synergy_Bliss=3.22, Synergy_Loewe=4.70, Synergy_HSA=4.49. (8) Drug 1: CC12CCC(CC1=CCC3C2CCC4(C3CC=C4C5=CN=CC=C5)C)O. Drug 2: C1=CC=C(C(=C1)C(C2=CC=C(C=C2)Cl)C(Cl)Cl)Cl. Cell line: OVCAR-4. Synergy scores: CSS=10.5, Synergy_ZIP=-3.87, Synergy_Bliss=0.813, Synergy_Loewe=-4.01, Synergy_HSA=1.98. (9) Drug 1: CCN(CC)CCCC(C)NC1=C2C=C(C=CC2=NC3=C1C=CC(=C3)Cl)OC. Drug 2: CC1CCCC2(C(O2)CC(NC(=O)CC(C(C(=O)C(C1O)C)(C)C)O)C(=CC3=CSC(=N3)C)C)C. Cell line: PC-3. Synergy scores: CSS=46.8, Synergy_ZIP=0.813, Synergy_Bliss=2.25, Synergy_Loewe=-10.5, Synergy_HSA=5.25. (10) Drug 2: CC1C(C(CC(O1)OC2CC(CC3=C2C(=C4C(=C3O)C(=O)C5=C(C4=O)C(=CC=C5)OC)O)(C(=O)CO)O)N)O.Cl. Cell line: HCC-2998. Drug 1: CC(C)CN1C=NC2=C1C3=CC=CC=C3N=C2N. Synergy scores: CSS=35.9, Synergy_ZIP=-1.87, Synergy_Bliss=-5.31, Synergy_Loewe=-12.6, Synergy_HSA=-4.26.